Dataset: Antibody developability classification from SAbDab with 2,409 antibodies. Task: Regression/Classification. Given an antibody's heavy chain and light chain sequences, predict its developability. TAP uses regression for 5 developability metrics; SAbDab uses binary classification. (1) The antibody is ['EVKLVESGGGLVQPGGSLRLACATSGFTFTDYYMSWVRQPPGKALEWLGFIRNKAKGYTTEYSASVKGRFTISRDNSQSSLYLQMNTLRAEDSATYYCARDHDGYYERFAYWGQGTLVTVSA', 'DIVMTQSPSSLAVSAGEKVTMNCKSSQSLLNSRTRKNYLAWYQQKPGQSPKLLIYWASTRESGVPDRFTGSGSGTDFALTISSVQAEDLAVYYCKQSYNLRTFGGGTKLEIK']. Result: 1 (developable). (2) Result: 0 (not developable). The antibody is ['QIQLVQSGPELKKPGETVKISCKASGYTFTDYSIHWVKQAPGKGLKWMGWINTETGEPTYTDDFKGRFAFSLESSASTAFLQINNLKNEDTATYFCARATTATELAYWGQGTLVTVSA', 'DVVMTQTPLTLSVTIGQPASISCKSSQSLLDSDGKTYLNWLLQRPGQSPKRLIYLVSKLDSGVPDRFTGSGSGTDFTLKISRVEAEDLGVYYCWQGTHFPLTFGAGTKLELK']. (3) The antibody is ['EVQLVQSGSELKKPGASVKVSCKTSGYTFTTYAMNWVRQAPGQGLEWMGWINTNTGNPTYAPGFTGRFVFSFDTSVSTAYLQISSLKAEDTAVYYCARVYSYGVPFDYWGQGTLVTVSS', 'QSVLTQPASVSGSPGQSITISCTATSSNVGSFNLVSWYQHHPGKAPKLIIHEVSKRPSGASNRFSGSKSGNTASLTISGLQAEDEADYYCCSYVGSDTWVFGGGTKLTVL']. Result: 0 (not developable). (4) The antibody is ['QVQLQQSGPEVVKPGASVKMSCKASGYTFTSYVIHWVRQKPGQGLDWIGYINPYNDGTDYDEKFKGKATLTSDTSTSTAYMELSSLRSEDTAVYYCAREKDNYATGAWFAYWGQGTLVTVSS', 'DIVMTQSPDSLAVSLGERVTMNCKSSQSLLYSTNQKNYLAWYQQKPGQSPKLLIYWASTRESGVPDRFSGSGSGTDFTLTISSVQAEDVAVYYCQQYYSYRTFGGGTKLEIK']. Result: 1 (developable). (5) The antibody is ['EVQLVESGGGLVQPGGSLRLSCAASGFTFTSTGISWVRQAPGKGLEWVGRIYPTNGSTNYADSVKGRFTISADTSKNTAYLQMNSLRAEDTAVYYCARTYGIYDLYVDYTEYVMDYWGQGTLVTVSS', 'DIQMTQSPSSLSASVGDRVTITCRASQDVSTAVAWYQQKPGKAPKLLIYSASFLYSGVPSRFSGSGSGTDFTLTISSLQPEDFATYYCQQSYTTPPTFGQGTKVEIK']. Result: 0 (not developable). (6) The antibody is ['2ajv', 'PROT_76B0EAFF']. Result: 1 (developable). (7) The antibody is ['EVQLQQSGAELVKPGASVKLSCTASGFNIKDTFFHWVKQRPEQGLEWIGRIDPADGHTKYDPKFQGKATITADTSSNTAFLQLSSLTSVDTAVYYCATTITAVVPTPYNAMDYWGQGTSVTVSS', 'DIVLTQSPASLAVSLGQRTTISCRASESVDSFDNSFIHWYQQKPGQPPKLLIFLASSLESGVPARFSGSGSRTDFTLTIDPVEADDAATYYCQQSNEDPFTFGSGTKLEIK']. Result: 0 (not developable).